Dataset: Forward reaction prediction with 1.9M reactions from USPTO patents (1976-2016). Task: Predict the product of the given reaction. (1) Given the reactants [CH2:1]([O:3][C:4]([C:6]1[NH:7][CH:8]=[N:9][C:10]=1[C:11]([F:14])([F:13])[F:12])=[O:5])[CH3:2].Cl[C:16]1[C:21]([N+:22]([O-:24])=[O:23])=[CH:20][CH:19]=[C:18]([O:25][CH3:26])[N:17]=1.[OH-].[K+], predict the reaction product. The product is: [CH2:1]([O:3][C:4]([C:6]1[N:7]([C:16]2[C:21]([N+:22]([O-:24])=[O:23])=[CH:20][CH:19]=[C:18]([O:25][CH3:26])[N:17]=2)[CH:8]=[N:9][C:10]=1[C:11]([F:13])([F:14])[F:12])=[O:5])[CH3:2]. (2) Given the reactants [CH3:1][C:2]1[C:6]([CH2:7][O:8][C:9]2[CH:14]=[CH:13][C:12]([CH2:15][C:16]([OH:18])=O)=[CH:11][CH:10]=2)=[C:5]([CH3:19])[O:4][N:3]=1.[C:20]1([CH3:35])[CH:25]=[CH:24][C:23]([CH:26]([C:28]2[CH:33]=[CH:32][C:31]([CH3:34])=[CH:30][CH:29]=2)[NH2:27])=[CH:22][CH:21]=1.CCN(C(C)C)C(C)C.C(Cl)CCl.C1C=CC2N(O)N=NC=2C=1, predict the reaction product. The product is: [C:31]1([CH3:34])[CH:30]=[CH:29][C:28]([CH:26]([C:23]2[CH:22]=[CH:21][C:20]([CH3:35])=[CH:25][CH:24]=2)[NH:27][C:16](=[O:18])[CH2:15][C:12]2[CH:11]=[CH:10][C:9]([O:8][CH2:7][C:6]3[C:2]([CH3:1])=[N:3][O:4][C:5]=3[CH3:19])=[CH:14][CH:13]=2)=[CH:33][CH:32]=1. (3) Given the reactants [Cl:1][C:2]1[C:3]([C:23]2[CH:24]=[N:25][N:26]3[CH:31]=[CH:30][CH:29]=[CH:28][C:27]=23)=[N:4][C:5]([NH:8][C:9]2[CH:14]=[CH:13][C:12]([N:15]3[CH2:20][CH2:19][NH:18][CH2:17][CH2:16]3)=[CH:11][C:10]=2[O:21][CH3:22])=[N:6][CH:7]=1.[OH:32][CH2:33][C:34](O)=[O:35].C(N(C(C)C)C(C)C)C.CN(C(ON1N=NC2C=CC=NC1=2)=[N+](C)C)C.F[P-](F)(F)(F)(F)F, predict the reaction product. The product is: [Cl:1][C:2]1[C:3]([C:23]2[CH:24]=[N:25][N:26]3[CH:31]=[CH:30][CH:29]=[CH:28][C:27]=23)=[N:4][C:5]([NH:8][C:9]2[CH:14]=[CH:13][C:12]([N:15]3[CH2:16][CH2:17][N:18]([C:33](=[O:32])[CH2:34][OH:35])[CH2:19][CH2:20]3)=[CH:11][C:10]=2[O:21][CH3:22])=[N:6][CH:7]=1. (4) Given the reactants N(C(OC(C)C)=O)=NC(OC(C)C)=O.[OH:15][C:16]1[CH:21]=[CH:20][C:19]([N+:22]([O-:24])=[O:23])=[CH:18][N:17]=1.C1(P(C2C=CC=CC=2)C2C=CC=CC=2)C=CC=CC=1.O[C@H:45]1[CH2:49][CH2:48][C@@H:47]([C:50]([O:52][CH3:53])=[O:51])[CH2:46]1, predict the reaction product. The product is: [N+:22]([C:19]1[CH:20]=[CH:21][C:16]([O:15][C@@H:45]2[CH2:49][CH2:48][C@@H:47]([C:50]([O:52][CH3:53])=[O:51])[CH2:46]2)=[N:17][CH:18]=1)([O-:24])=[O:23]. (5) Given the reactants C(O[C:4]([C:6]1([CH2:12][CH2:13]OC)[CH2:11][CH2:10][NH:9][CH2:8][CH2:7]1)=[O:5])C.[Cl:16][C:17]1[CH:22]=[CH:21][CH:20]=[CH:19][C:18]=1[S:23](Cl)(=[O:25])=[O:24].[F:27][C:28]([F:40])([F:39])[CH:29]([CH3:38])[O:30][C:31]1[N:36]=[CH:35][C:34]([NH2:37])=[CH:33][CH:32]=1, predict the reaction product. The product is: [Cl:16][C:17]1[CH:22]=[CH:21][CH:20]=[CH:19][C:18]=1[S:23]([N:9]1[CH2:8][CH2:7][C:6]2([C:4](=[O:5])[N:37]([C:34]3[CH:35]=[N:36][C:31]([O:30][CH:29]([CH3:38])[C:28]([F:40])([F:27])[F:39])=[CH:32][CH:33]=3)[CH2:13][CH2:12]2)[CH2:11][CH2:10]1)(=[O:25])=[O:24]. (6) Given the reactants Cl[C:2]1[N:7]=[C:6]([NH:8][CH:9]2[CH2:17][CH:16]3[N:12]([CH2:13][CH2:14][CH2:15]3)[C:11]([CH3:19])([CH3:18])[CH2:10]2)[C:5]([F:20])=[CH:4][N:3]=1.[NH2:21][C:22]1[CH:23]=[CH:24][C:25]([O:35][CH:36]2[CH2:41][CH2:40][O:39][CH2:38][CH2:37]2)=[C:26]([N:28]2[C:32](=[O:33])[N:31]([CH3:34])[N:30]=[N:29]2)[CH:27]=1, predict the reaction product. The product is: [NH3:3].[CH3:32][OH:33].[F:20][C:5]1[C:6]([NH:8][CH:9]2[CH2:17][CH:16]3[N:12]([CH2:13][CH2:14][CH2:15]3)[C:11]([CH3:19])([CH3:18])[CH2:10]2)=[N:7][C:2]([NH:21][C:22]2[CH:23]=[CH:24][C:25]([O:35][CH:36]3[CH2:41][CH2:40][O:39][CH2:38][CH2:37]3)=[C:26]([N:28]3[C:32](=[O:33])[N:31]([CH3:34])[N:30]=[N:29]3)[CH:27]=2)=[N:3][CH:4]=1. (7) Given the reactants [Br:1][C:2]1[C:6]2[N:7]=[C:8]([C:16]3[C:21]([F:22])=[CH:20][CH:19]=[CH:18][C:17]=3[F:23])[C:9]3[CH:10]=[C:11](I)[CH:12]=[CH:13][C:14]=3[C:5]=2[NH:4][N:3]=1.[CH3:24][CH2:25]OC(C)=O, predict the reaction product. The product is: [Br:1][C:2]1[C:6]2[N:7]=[C:8]([C:16]3[C:21]([F:22])=[CH:20][CH:19]=[CH:18][C:17]=3[F:23])[C:9]3[CH:10]=[C:11]([CH:24]=[CH2:25])[CH:12]=[CH:13][C:14]=3[C:5]=2[NH:4][N:3]=1. (8) Given the reactants [CH3:1][O:2][CH2:3][C:4]1[C:9]([CH2:10][O:11][CH3:12])=[CH:8][CH:7]=[C:6]([N+:13]([O-])=O)[C:5]=1[OH:16].[C:17](=S)(OCC)[S-:18].[K+], predict the reaction product. The product is: [CH3:12][O:11][CH2:10][C:9]1[CH:8]=[CH:7][C:6]2[N:13]=[C:17]([SH:18])[O:16][C:5]=2[C:4]=1[CH2:3][O:2][CH3:1].